From a dataset of Reaction yield outcomes from USPTO patents with 853,638 reactions. Predict the reaction yield, written as a fraction of the theoretical maximum amount of product (1.0 means a 100% yield; for example, 0.34 means a 34% yield). (1) The reactants are [C-:1]#[N:2].[K+].Br[CH2:5][C:6]1[CH:11]=[CH:10][C:9]([Cl:12])=[C:8]([F:13])[CH:7]=1. The catalyst is CS(C)=O.O. The product is [Cl:12][C:9]1[CH:10]=[CH:11][C:6]([CH2:5][C:1]#[N:2])=[CH:7][C:8]=1[F:13]. The yield is 0.612. (2) The yield is 0.240. The catalyst is C1COCC1.CS(C)=O.C1C=CC([P]([Pd]([P](C2C=CC=CC=2)(C2C=CC=CC=2)C2C=CC=CC=2)([P](C2C=CC=CC=2)(C2C=CC=CC=2)C2C=CC=CC=2)[P](C2C=CC=CC=2)(C2C=CC=CC=2)C2C=CC=CC=2)(C2C=CC=CC=2)C2C=CC=CC=2)=CC=1. The reactants are [CH2:1]([N:5]1[C:13](=[O:14])[C:12]2[N:11](CC=C)[C:10]([C:18]#[N:19])=[N:9][C:8]=2[N:7]([CH2:20][CH2:21][CH2:22][CH3:23])[C:6]1=[O:24])[CH2:2][CH2:3][CH3:4]. The product is [CH2:1]([N:5]1[C:13](=[O:14])[C:12]2[NH:11][C:10]([C:18]#[N:19])=[N:9][C:8]=2[N:7]([CH2:20][CH2:21][CH2:22][CH3:23])[C:6]1=[O:24])[CH2:2][CH2:3][CH3:4].